From a dataset of Catalyst prediction with 721,799 reactions and 888 catalyst types from USPTO. Predict which catalyst facilitates the given reaction. Reactant: [Br-].[C:2]([CH2:5][CH2:6][CH2:7][CH2:8][P+](C1C=CC=CC=1)(C1C=CC=CC=1)C1C=CC=CC=1)([OH:4])=[O:3].[CH3:28][C:29](C)([O-])C.[K+].[F:34][C:35]([F:62])([CH2:54][O:55][C:56]1[CH:61]=[CH:60][CH:59]=[CH:58][CH:57]=1)[CH2:36][CH2:37][C@@H:38]1[C@@H:45]2[C@@H:41](OC(O)C2)[CH2:40][C@H:39]1[O:47][CH:48]1[CH2:53][CH2:52][CH2:51][CH2:50][O:49]1.[OH:63]S([O-])(=O)=O.[K+]. Product: [F:62][C:35]([F:34])([CH2:54][O:55][C:56]1[CH:57]=[CH:58][CH:59]=[CH:60][CH:61]=1)[CH2:36][CH2:37][C@H:38]1[C@H:39]([O:47][CH:48]2[CH2:53][CH2:52][CH2:51][CH2:50][O:49]2)[CH2:40][C@H:41]([OH:63])[C@@H:45]1[CH2:28]/[CH:29]=[CH:8]\[CH2:7][CH2:6][CH2:5][C:2]([OH:4])=[O:3]. The catalyst class is: 220.